Dataset: Forward reaction prediction with 1.9M reactions from USPTO patents (1976-2016). Task: Predict the product of the given reaction. (1) Given the reactants [NH2:1][C:2]1[CH:23]=[CH:22][C:5]([O:6][C:7]2[N:12]=[CH:11][N:10]=[C:9]([N:13]([CH3:21])[C:14](=[O:20])[O:15][C:16]([CH3:19])([CH3:18])[CH3:17])[CH:8]=2)=[C:4]([F:24])[CH:3]=1.[F:25][C:26]1[CH:31]=[CH:30][C:29](CC(Cl)=O)=[CH:28][CH:27]=1.Cl[C:37]1[N:42]=CN=[C:39]([O:43]C2C=CC(NC(NC(=O)CC3C=CC(F)=CC=3)=S)=CC=2F)[CH:38]=1.CC[O:67]C(C)=O.C(Cl)Cl, predict the reaction product. The product is: [F:24][C:4]1[CH:3]=[C:2]([NH:1][C:39](=[O:43])[CH2:38][C:37]([NH:42][C:29]2[CH:28]=[CH:27][C:26]([F:25])=[CH:31][CH:30]=2)=[O:67])[CH:23]=[CH:22][C:5]=1[O:6][C:7]1[N:12]=[CH:11][N:10]=[C:9]([N:13]([CH3:21])[C:14](=[O:20])[O:15][C:16]([CH3:19])([CH3:18])[CH3:17])[CH:8]=1. (2) Given the reactants [F:1][C:2]1[C:8]([F:9])=[CH:7][C:6]([F:10])=[CH:5][C:3]=1[NH2:4].C([Li])(CC)C.[I:16]I, predict the reaction product. The product is: [F:1][C:2]1[C:8]([F:9])=[C:7]([I:16])[C:6]([F:10])=[CH:5][C:3]=1[NH2:4]. (3) Given the reactants [OH:1][CH:2]1[O:10][C@H:9]([CH2:11][OH:12])[C@@H:7]([OH:8])[C@H:5]([OH:6])[C@H:3]1[NH2:4].[C:13]([OH:25])(=[O:24])[CH2:14][C:15]([CH2:20][C:21]([OH:23])=[O:22])([C:17]([OH:19])=[O:18])[OH:16], predict the reaction product. The product is: [C:13]([OH:25])(=[O:24])[CH2:14][C:15]([CH2:20][C:21]([OH:23])=[O:22])([C:17]([OH:19])=[O:18])[OH:16].[OH:1][CH:2]1[O:10][C@H:9]([CH2:11][OH:12])[C@@H:7]([OH:8])[C@H:5]([OH:6])[C@H:3]1[NH2:4]. (4) Given the reactants Cl[C:2]1[N:7]=[C:6]([Cl:8])[N:5]=[C:4]([NH:9][CH2:10][CH2:11][C:12]2[CH:17]=[CH:16][C:15]([O:18][CH3:19])=[CH:14][CH:13]=2)[N:3]=1.[Cl:20][C:21]1[CH:26]=[CH:25][C:24]([CH2:27][CH2:28][CH2:29][NH:30][CH3:31])=[CH:23][CH:22]=1.O, predict the reaction product. The product is: [Cl:8][C:6]1[N:7]=[C:2]([N:30]([CH2:29][CH2:28][CH2:27][C:24]2[CH:23]=[CH:22][C:21]([Cl:20])=[CH:26][CH:25]=2)[CH3:31])[N:3]=[C:4]([NH:9][CH2:10][CH2:11][C:12]2[CH:17]=[CH:16][C:15]([O:18][CH3:19])=[CH:14][CH:13]=2)[N:5]=1.